From a dataset of Full USPTO retrosynthesis dataset with 1.9M reactions from patents (1976-2016). Predict the reactants needed to synthesize the given product. (1) Given the product [OH:1][C:2]1[N:7]=[C:6]([S:8][CH3:17])[N:5]=[C:4]2[NH:9][N:10]=[C:11]([CH3:12])[C:3]=12, predict the reactants needed to synthesize it. The reactants are: [OH:1][C:2]1[N:7]=[C:6]([SH:8])[N:5]=[C:4]2[NH:9][N:10]=[C:11]([CH3:12])[C:3]=12.[OH-].[Na+].CI.[CH3:17]C(O)=O. (2) Given the product [C:18]([O:17][C:16](=[O:22])[NH:15][CH:11]1[CH2:12][CH2:13][CH2:14][N:9]([C:6]2[CH:5]=[CH:4][N:3]=[C:2]([Cl:1])[N:7]=2)[CH2:10]1)([CH3:21])([CH3:19])[CH3:20], predict the reactants needed to synthesize it. The reactants are: [Cl:1][C:2]1[N:7]=[C:6](Cl)[CH:5]=[CH:4][N:3]=1.[NH:9]1[CH2:14][CH2:13][CH2:12][CH:11]([NH:15][C:16](=[O:22])[O:17][C:18]([CH3:21])([CH3:20])[CH3:19])[CH2:10]1. (3) The reactants are: [C:1]([O:5][C:6](=[O:23])[NH:7][C:8]([C:16]1[CH:21]=[CH:20][CH:19]=[CH:18][C:17]=1[F:22])([C:12]([F:15])([F:14])[F:13])[CH2:9][CH:10]=C)([CH3:4])([CH3:3])[CH3:2].C([O-])(O)=[O:25].[Na+].O=[O+][O-].[BH4-].[Na+]. Given the product [C:1]([O:5][C:6](=[O:23])[NH:7][C:8]([C:16]1[CH:21]=[CH:20][CH:19]=[CH:18][C:17]=1[F:22])([C:12]([F:15])([F:14])[F:13])[CH2:9][CH2:10][OH:25])([CH3:4])([CH3:3])[CH3:2], predict the reactants needed to synthesize it. (4) Given the product [CH3:14][O:9][CH:4]1[C:3]([O:10][CH3:11])([O:2][CH3:1])[CH2:8][CH2:7][O:6][CH2:5]1, predict the reactants needed to synthesize it. The reactants are: [CH3:1][O:2][C:3]1([O:10][CH3:11])[CH2:8][CH2:7][O:6][CH2:5][CH:4]1[OH:9].[H-].[Na+].[CH3:14]I.